Dataset: Forward reaction prediction with 1.9M reactions from USPTO patents (1976-2016). Task: Predict the product of the given reaction. (1) The product is: [CH2:1]([N:3]([CH2:20][CH3:21])[CH2:4][CH2:5][NH:6][C:33]([C:27]1[C:26](=[O:38])[C:25]2[C:30](=[CH:31][CH:32]=[C:23]([I:22])[CH:24]=2)[NH:29][CH:28]=1)=[O:35])[CH3:2]. Given the reactants [CH2:1]([N:3]([CH2:20][CH3:21])[CH2:4][CH2:5][NH:6]C(C1C=CC2C(=CC=C(I)C=2)C=1)=O)[CH3:2].[I:22][C:23]1[CH:24]=[C:25]2[C:30](=[CH:31][CH:32]=1)[NH:29][CH:28]=[C:27]([C:33]([O:35]CC)=O)[C:26]2=[O:38].[K+].[Br-].Cl.C(N(CC)CCNC(C1NC2C(C=1)=CC(I)=CC=2)=O)C, predict the reaction product. (2) Given the reactants Br[CH2:2][CH2:3][CH2:4][NH:5][C:6]([C:8]1[NH:12][N:11]=[C:10]([C:13]([F:16])([F:15])[F:14])[CH:9]=1)=[O:7].C(N(CC)C(C)C)(C)C, predict the reaction product. The product is: [F:14][C:13]([F:16])([F:15])[C:10]1[CH:9]=[C:8]2[C:6](=[O:7])[NH:5][CH2:4][CH2:3][CH2:2][N:12]2[N:11]=1. (3) Given the reactants [Cl:1][C:2]1[C:7]([C:8]2[S:9][C:10]3[CH:16]=[CH:15][CH:14]=[CH:13][C:11]=3[N:12]=2)=[C:6](Cl)[N:5]=[C:4]([CH:18]2[CH2:23][CH2:22][O:21][CH2:20][CH2:19]2)[N:3]=1.[NH2:24][C@@H:25]1[CH2:30][CH2:29][CH2:28][N:27]([C:31]([O:33][C:34]([CH3:37])([CH3:36])[CH3:35])=[O:32])[CH2:26]1.C(N(CC)C(C)C)(C)C, predict the reaction product. The product is: [S:9]1[C:10]2[CH:16]=[CH:15][CH:14]=[CH:13][C:11]=2[N:12]=[C:8]1[C:7]1[C:6]([NH:24][C@@H:25]2[CH2:30][CH2:29][CH2:28][N:27]([C:31]([O:33][C:34]([CH3:37])([CH3:36])[CH3:35])=[O:32])[CH2:26]2)=[N:5][C:4]([CH:18]2[CH2:23][CH2:22][O:21][CH2:20][CH2:19]2)=[N:3][C:2]=1[Cl:1]. (4) Given the reactants [Br:1][C:2]1[CH:7]=[CH:6][C:5]([SH:8])=[CH:4][CH:3]=1.[F:9][C:10]([F:20])([F:19])[O:11][C:12]1[CH:17]=[CH:16][CH:15]=[CH:14][C:13]=1I.CC(CCC)C(=O)C(=O)C(C)(C)C.C(=O)([O-])[O-].[Cs+].[Cs+], predict the reaction product. The product is: [Br:1][C:2]1[CH:7]=[CH:6][C:5]([S:8][C:13]2[CH:14]=[CH:15][CH:16]=[CH:17][C:12]=2[O:11][C:10]([F:9])([F:20])[F:19])=[CH:4][CH:3]=1. (5) Given the reactants C(P(CCCC)CCCC)CCC.N(C(N1CCCCC1)=O)=NC(N1CCCCC1)=O.[Cl:32][C:33]1[CH:51]=[CH:50][C:36]([O:37][C:38]2[CH:39]=[CH:40][C:41]3[N:45]=[C:44]([CH2:46][OH:47])[N:43]([CH3:48])[C:42]=3[CH:49]=2)=[CH:35][C:34]=1[F:52].O[C:54]1[CH:55]=[C:56]([CH:61]=[CH:62][CH:63]=1)[C:57]([O:59][CH3:60])=[O:58], predict the reaction product. The product is: [ClH:32].[Cl:32][C:33]1[CH:51]=[CH:50][C:36]([O:37][C:38]2[CH:39]=[CH:40][C:41]3[N:45]=[C:44]([CH2:46][O:47][C:54]4[CH:55]=[C:56]([CH:61]=[CH:62][CH:63]=4)[C:57]([O:59][CH3:60])=[O:58])[N:43]([CH3:48])[C:42]=3[CH:49]=2)=[CH:35][C:34]=1[F:52]. (6) The product is: [Br:18][C:19]1[C:29]2[C:9](=[O:30])[C:10](=[O:12])[CH:21]=[C:22]3[CH2:28][CH2:27][CH2:26][CH2:25][N:24]([C:23]=23)[CH:20]=1. Given the reactants S([O-])([O-])(=O)=O.[Na+].[Na+].Cl[C:9](Cl)(Cl)[CH:10]([OH:12])O.Cl.NO.[Br:18][C:19]1[CH:20]=[CH:21][C:22]2[CH2:28][CH2:27][CH2:26][CH2:25][NH:24][C:23]=2[CH:29]=1.[OH2:30], predict the reaction product. (7) Given the reactants C[O:2][C:3]1[C:8]([C:9]2[CH:14]=[CH:13][N:12]3[C:15]([C:18]4[CH:23]=[CH:22][N:21]=[C:20]([C:24]5[CH:29]=[CH:28][CH:27]=[CH:26][CH:25]=5)[CH:19]=4)=[CH:16][N:17]=[C:11]3[CH:10]=2)=[CH:7][CH:6]=[CH:5][N:4]=1.Cl.O.[OH-].[Na+], predict the reaction product. The product is: [C:24]1([C:20]2[CH:19]=[C:18]([C:15]3[N:12]4[CH:13]=[CH:14][C:9]([C:8]5[C:3]([OH:2])=[N:4][CH:5]=[CH:6][CH:7]=5)=[CH:10][C:11]4=[N:17][CH:16]=3)[CH:23]=[CH:22][N:21]=2)[CH:25]=[CH:26][CH:27]=[CH:28][CH:29]=1. (8) Given the reactants C([O:3][C:4](=[O:30])[C@@H:5]([O:27][CH2:28][CH3:29])[CH2:6][C:7]1[CH:12]=[CH:11][C:10]([O:13][CH2:14]/[CH:15]=[CH:16]/[C:17]2[CH:26]=[CH:25][C:24]3[C:19](=[CH:20][CH:21]=[CH:22][CH:23]=3)[CH:18]=2)=[CH:9][CH:8]=1)C.[OH-].[Na+], predict the reaction product. The product is: [CH2:28]([O:27][C@@H:5]([CH2:6][C:7]1[CH:8]=[CH:9][C:10]([O:13][CH2:14]/[CH:15]=[CH:16]/[C:17]2[CH:26]=[CH:25][C:24]3[C:19](=[CH:20][CH:21]=[CH:22][CH:23]=3)[CH:18]=2)=[CH:11][CH:12]=1)[C:4]([OH:30])=[O:3])[CH3:29]. (9) Given the reactants [C:1]([O:5][C:6]([NH:8][C@H:9]1[CH2:15][CH2:14][C@@H:13]([OH:16])[CH2:12][NH:11][C:10]1=[O:17])=[O:7])([CH3:4])([CH3:3])[CH3:2].[Si:18](Cl)([C:21]([CH3:24])([CH3:23])[CH3:22])([CH3:20])[CH3:19].N1C=CN=C1.CN(C=O)C, predict the reaction product. The product is: [C:1]([O:5][C:6]([NH:8][C@H:9]1[CH2:15][CH2:14][C@@H:13]([O:16][Si:18]([C:21]([CH3:24])([CH3:23])[CH3:22])([CH3:20])[CH3:19])[CH2:12][NH:11][C:10]1=[O:17])=[O:7])([CH3:4])([CH3:2])[CH3:3].